From a dataset of Catalyst prediction with 721,799 reactions and 888 catalyst types from USPTO. Predict which catalyst facilitates the given reaction. (1) Reactant: [CH2:1]([O:8][C:9](=[O:29])[NH:10][CH2:11][C@H:12]1[CH2:17][CH2:16][C@H:15]([C:18]2[N:22]3[CH:23]=[CH:24][N:25]=[C:26]([NH2:27])[C:21]3=[C:20](I)[N:19]=2)[CH2:14][CH2:13]1)[C:2]1[CH:7]=[CH:6][CH:5]=[CH:4][CH:3]=1.C(OC([N:37]1[C:45]2[C:40](=[CH:41][CH:42]=[CH:43][CH:44]=2)[CH:39]=[C:38]1B(O)O)=O)(C)(C)C.O.C(=O)([O-])[O-].[Cs+].[Cs+]. Product: [NH3:10].[CH2:1]([O:8][C:9](=[O:29])[NH:10][CH2:11][C@H:12]1[CH2:17][CH2:16][C@H:15]([C:18]2[N:22]3[CH:23]=[CH:24][N:25]=[C:26]([NH2:27])[C:21]3=[C:20]([C:38]3[NH:37][C:45]4[C:40]([CH:39]=3)=[CH:41][CH:42]=[CH:43][CH:44]=4)[N:19]=2)[CH2:14][CH2:13]1)[C:2]1[CH:7]=[CH:6][CH:5]=[CH:4][CH:3]=1. The catalyst class is: 57. (2) Product: [F:26][C:2]([F:1])([F:25])[C:3]1[CH:8]=[CH:7][N:6]=[C:5]([C:9]2[CH:10]=[N:11][N:12]3[CH2:17][CH2:16][NH:15][CH2:14][C:13]=23)[CH:4]=1. Reactant: [F:1][C:2]([F:26])([F:25])[C:3]1[CH:8]=[CH:7][N:6]=[C:5]([C:9]2[CH:10]=[N:11][N:12]3[CH2:17][CH2:16][N:15](C(OC(C)(C)C)=O)[CH2:14][C:13]=23)[CH:4]=1. The catalyst class is: 209. (3) Product: [Cl:35][C:36]1[N:41]=[C:40]([O:16][C@@H:17]([C@H:19]2[CH2:23][N:22]([C@@H:24]([C:26]3[CH:27]=[CH:28][C:29]([O:32][CH3:33])=[CH:30][CH:31]=3)[CH3:25])[C:21](=[O:34])[CH2:20]2)[CH3:18])[C:39]2[N:46]([CH2:49][O:50][CH2:51][CH2:52][Si:53]([CH3:56])([CH3:55])[CH3:54])[CH:47]=[N:48][C:38]=2[CH:37]=1. The catalyst class is: 3. Reactant: C[Si]([N-][Si](C)(C)C)(C)C.[Na+].C1COCC1.[OH:16][C@@H:17]([C@H:19]1[CH2:23][N:22]([C@@H:24]([C:26]2[CH:31]=[CH:30][C:29]([O:32][CH3:33])=[CH:28][CH:27]=2)[CH3:25])[C:21](=[O:34])[CH2:20]1)[CH3:18].[Cl:35][C:36]1[N:41]=[C:40](S(C)(=O)=O)[C:39]2[N:46]([CH2:49][O:50][CH2:51][CH2:52][Si:53]([CH3:56])([CH3:55])[CH3:54])[CH:47]=[N:48][C:38]=2[CH:37]=1. (4) Reactant: C([O:5][C:6](=[O:31])[CH2:7][NH:8][CH2:9][CH2:10][CH2:11][CH2:12][N:13]1[C:22]2[C:17]([C:18](=[O:24])[NH:19][C:20](=[O:23])[N:21]=2)=[N:16][C:15]2[CH:25]=[C:26]([CH3:30])[C:27]([CH3:29])=[CH:28][C:14]1=2)(C)(C)C. Product: [CH3:30][C:26]1[C:27]([CH3:29])=[CH:28][C:14]2[N:13]([CH2:12][CH2:11][CH2:10][CH2:9][NH:8][CH2:7][C:6]([OH:31])=[O:5])[C:22]3[C:17]([C:18](=[O:24])[NH:19][C:20](=[O:23])[N:21]=3)=[N:16][C:15]=2[CH:25]=1. The catalyst class is: 157. (5) Reactant: FC(F)(F)[C:3]([NH:5][C@H:6]1[CH2:15][CH2:14][C:13]2[C:8](=[C:9]([O:30][CH3:31])[CH:10]=[CH:11][C:12]=2[S:16]([NH:19][C:20]2[CH:29]=[CH:28][C:27]3[C:22](=[CH:23][CH:24]=[CH:25][CH:26]=3)[N:21]=2)(=[O:18])=[O:17])[CH2:7]1)=O.[OH-].[Na+].Cl.C=O.[C:39]([BH3-])#N.[Na+]. Product: [CH3:39][N:5]([CH3:3])[C@H:6]1[CH2:15][CH2:14][C:13]2[C:12]([S:16]([NH:19][C:20]3[CH:29]=[CH:28][C:27]4[C:22](=[CH:23][CH:24]=[CH:25][CH:26]=4)[N:21]=3)(=[O:18])=[O:17])=[CH:11][CH:10]=[C:9]([O:30][CH3:31])[C:8]=2[CH2:7]1. The catalyst class is: 130.